Dataset: Forward reaction prediction with 1.9M reactions from USPTO patents (1976-2016). Task: Predict the product of the given reaction. (1) The product is: [NH2:10][C@H:6]([C:7]([OH:9])=[O:8])[CH2:5][S:4]([CH2:3][CH:2]=[CH2:1])=[O:11]. Given the reactants [CH2:1]=[CH:2][CH2:3][S:4][CH2:5][C@H:6]([NH2:10])[C:7]([OH:9])=[O:8].[OH:11]O, predict the reaction product. (2) Given the reactants [CH2:1]([O:8][C:9]1[CH:10]=[C:11]([CH2:17][CH:18]([NH2:22])[CH:19]([CH3:21])[CH3:20])[CH:12]=[CH:13][C:14]=1[O:15][CH3:16])[C:2]1[CH:7]=[CH:6][CH:5]=[CH:4][CH:3]=1.[CH:23](O)=[O:24], predict the reaction product. The product is: [CH2:1]([O:8][C:9]1[CH:10]=[C:11]([CH2:17][CH:18]([NH:22][CH:23]=[O:24])[CH:19]([CH3:20])[CH3:21])[CH:12]=[CH:13][C:14]=1[O:15][CH3:16])[C:2]1[CH:3]=[CH:4][CH:5]=[CH:6][CH:7]=1. (3) Given the reactants [Br:1][C:2]1[CH:3]=[C:4]([NH:10][C:11]2[CH:16]=[CH:15][C:14]([CH:17]3[CH2:22][CH2:21][NH:20][CH2:19][CH2:18]3)=[CH:13][N:12]=2)[C:5](=[O:9])[N:6]([CH3:8])[CH:7]=1.[O:23]1[CH2:26][C:25](=O)[CH2:24]1.C([BH3-])#N.[Na+].C(Cl)Cl.C(OCC)C.CO, predict the reaction product. The product is: [Br:1][C:2]1[CH:3]=[C:4]([NH:10][C:11]2[CH:16]=[CH:15][C:14]([CH:17]3[CH2:22][CH2:21][N:20]([CH:25]4[CH2:26][O:23][CH2:24]4)[CH2:19][CH2:18]3)=[CH:13][N:12]=2)[C:5](=[O:9])[N:6]([CH3:8])[CH:7]=1. (4) Given the reactants [CH3:1][C:2]([C:4]1[CH:5]=[CH:6][C:7]([OH:10])=[CH:8][CH:9]=1)=[O:3].[Br:11]Br.O, predict the reaction product. The product is: [Br:11][C:6]1[CH:5]=[C:4]([C:2](=[O:3])[CH3:1])[CH:9]=[CH:8][C:7]=1[OH:10]. (5) Given the reactants [CH:1]1([C:7]2[C:8]3[S:22][C:21]([C:23]([O:25][CH2:26][CH3:27])=[O:24])=[CH:20][C:9]=3[N:10]([CH3:19])[C:11]=2[C:12]2[CH:17]=[CH:16][C:15]([OH:18])=[CH:14][CH:13]=2)[CH2:6][CH2:5][CH2:4][CH2:3][CH2:2]1.Cl[CH2:29][C:30]1[CH:31]=[C:32]([N:42]([CH3:46])[C:43](=[O:45])[CH3:44])[CH:33]=[CH:34][C:35]=1[N:36]1[CH2:41][CH2:40][O:39][CH2:38][CH2:37]1.C(=O)([O-])[O-].[K+].[K+].C(OCC)(=O)C, predict the reaction product. The product is: [C:43]([N:42]([C:32]1[CH:33]=[CH:34][C:35]([N:36]2[CH2:41][CH2:40][O:39][CH2:38][CH2:37]2)=[C:30]([CH:31]=1)[CH2:29][O:18][C:15]1[CH:16]=[CH:17][C:12]([C:11]2[N:10]([CH3:19])[C:9]3[CH:20]=[C:21]([C:23]([O:25][CH2:26][CH3:27])=[O:24])[S:22][C:8]=3[C:7]=2[CH:1]2[CH2:2][CH2:3][CH2:4][CH2:5][CH2:6]2)=[CH:13][CH:14]=1)[CH3:46])(=[O:45])[CH3:44]. (6) Given the reactants [OH-:1].[Na+].[ClH:3].Cl.Cl.C([O:13][C:14]([C:16]1([C:19](=[O:51])[NH:20][C:21]2[CH:26]=[CH:25][C:24]([O:27][C:28]3[CH:33]=[CH:32][N:31]=[C:30]([NH:34][C:35]([N:37]4[CH2:42][CH2:41][CH:40]([N:43]5[CH2:48][CH2:47][N:46]([CH3:49])[CH2:45][CH2:44]5)[CH2:39][CH2:38]4)=[O:36])[CH:29]=3)=[CH:23][C:22]=2[F:50])[CH2:18][CH2:17]1)=[O:15])C1C=CC=CC=1, predict the reaction product. The product is: [OH2:13].[OH2:1].[ClH:3].[ClH:3].[ClH:3].[F:50][C:22]1[CH:23]=[C:24]([O:27][C:28]2[CH:33]=[CH:32][N:31]=[C:30]([NH:34][C:35]([N:37]3[CH2:42][CH2:41][CH:40]([N:43]4[CH2:44][CH2:45][N:46]([CH3:49])[CH2:47][CH2:48]4)[CH2:39][CH2:38]3)=[O:36])[CH:29]=2)[CH:25]=[CH:26][C:21]=1[NH:20][C:19]([C:16]1([C:14]([OH:15])=[O:13])[CH2:18][CH2:17]1)=[O:51]. (7) Given the reactants C(N(CC)CC)C.Cl.Cl.[NH2:10][C:11]([CH3:33])([CH3:32])[CH2:12][N:13]1[C:25]2[C:24]3[N:23]=[CH:22][C:21]([Br:26])=[CH:20][C:19]=3[N:18]=[C:17]([NH2:27])[C:16]=2[N:15]=[C:14]1[CH2:28][O:29][CH2:30][CH3:31].[CH3:34][S:35](Cl)(=[O:37])=[O:36], predict the reaction product. The product is: [NH2:27][C:17]1[C:16]2[N:15]=[C:14]([CH2:28][O:29][CH2:30][CH3:31])[N:13]([CH2:12][C:11]([NH:10][S:35]([CH3:34])(=[O:37])=[O:36])([CH3:32])[CH3:33])[C:25]=2[C:24]2[N:23]=[CH:22][C:21]([Br:26])=[CH:20][C:19]=2[N:18]=1. (8) Given the reactants N(C(OC(C)C)=O)=NC(OC(C)C)=O.O[C:16]1[CH:35]=[CH:34][CH:33]=[CH:32][C:17]=1[O:18][CH:19]1[CH2:24][CH2:23][N:22]([C:25]([O:27][C:28]([CH3:31])([CH3:30])[CH3:29])=[O:26])[CH2:21][CH2:20]1.[F:36][C:37]([F:42])([F:41])[CH2:38][CH2:39][OH:40].C1(P(C2C=CC=CC=2)C2C=CC=CC=2)C=CC=CC=1, predict the reaction product. The product is: [F:36][C:37]([F:42])([F:41])[CH2:38][CH2:39][O:40][C:34]1[CH:35]=[CH:16][C:17]([O:18][CH:19]2[CH2:20][CH2:21][N:22]([C:25]([O:27][C:28]([CH3:29])([CH3:30])[CH3:31])=[O:26])[CH2:23][CH2:24]2)=[CH:32][CH:33]=1.